Dataset: Forward reaction prediction with 1.9M reactions from USPTO patents (1976-2016). Task: Predict the product of the given reaction. (1) Given the reactants [CH2:1]([O:8][C:9](=[O:24])[NH:10][C@@H:11]1[C:20]2[C:15](=[CH:16][CH:17]=[C:18]([O:21][CH3:22])[N:19]=2)[NH:14][C@H:13]([CH3:23])[CH2:12]1)[C:2]1[CH:7]=[CH:6][CH:5]=[CH:4][CH:3]=1.N1C=CC=CC=1.Cl[C:32]([O:34][CH2:35][CH3:36])=[O:33].C(O)(=O)CC(CC(O)=O)(C(O)=O)O, predict the reaction product. The product is: [CH2:35]([O:34][C:32]([N:14]1[C:15]2[C:20](=[N:19][C:18]([O:21][CH3:22])=[CH:17][CH:16]=2)[C@@H:11]([NH:10][C:9]([O:8][CH2:1][C:2]2[CH:7]=[CH:6][CH:5]=[CH:4][CH:3]=2)=[O:24])[CH2:12][C@H:13]1[CH3:23])=[O:33])[CH3:36]. (2) Given the reactants [Cl:1][C:2]1[CH:7]=[C:6]([F:8])[CH:5]=[CH:4][C:3]=1/[C:9](/[CH2:36][CH3:37])=[C:10](\[C:26]1[CH:31]=[CH:30][C:29](/[CH:32]=[CH:33]/[C:34]#[N:35])=[CH:28][CH:27]=1)/[C:11]1[CH:12]=[C:13]2[C:17](=[CH:18][CH:19]=1)[N:16](C1CCCCO1)[N:15]=[CH:14]2.[NH2:38][OH:39].[CH2:40]([OH:42])C, predict the reaction product. The product is: [Cl:1][C:2]1[CH:7]=[C:6]([F:8])[CH:5]=[CH:4][C:3]=1/[C:9](/[CH2:36][CH3:37])=[C:10](\[C:26]1[CH:27]=[CH:28][C:29](/[CH:32]=[CH:33]/[C:34]2[NH:35][C:40](=[O:42])[O:39][N:38]=2)=[CH:30][CH:31]=1)/[C:11]1[CH:12]=[C:13]2[C:17](=[CH:18][CH:19]=1)[NH:16][N:15]=[CH:14]2.